From a dataset of Merck oncology drug combination screen with 23,052 pairs across 39 cell lines. Regression. Given two drug SMILES strings and cell line genomic features, predict the synergy score measuring deviation from expected non-interaction effect. Drug 1: O=C(CCCCCCC(=O)Nc1ccccc1)NO. Drug 2: O=C(NOCC(O)CO)c1ccc(F)c(F)c1Nc1ccc(I)cc1F. Cell line: OCUBM. Synergy scores: synergy=3.71.